This data is from Catalyst prediction with 721,799 reactions and 888 catalyst types from USPTO. The task is: Predict which catalyst facilitates the given reaction. (1) Reactant: [Cl:1][C:2]1[CH:3]=[C:4]([C:8]2[CH:9]=[C:10]([C:13]([O:15][CH2:16][CH3:17])=[O:14])[S:11][CH:12]=2)[CH:5]=[CH:6][CH:7]=1.[Br:18]Br.O. Product: [Br:18][C:12]1[S:11][C:10]([C:13]([O:15][CH2:16][CH3:17])=[O:14])=[CH:9][C:8]=1[C:4]1[CH:5]=[CH:6][CH:7]=[C:2]([Cl:1])[CH:3]=1. The catalyst class is: 15. (2) The catalyst class is: 16. Product: [CH:1]1([N:6]2[CH2:11][CH2:10][N:9]([C:12]3[CH:17]=[CH:16][C:15]([B:19]4[O:23][C:22]([CH3:25])([CH3:24])[C:21]([CH3:27])([CH3:26])[O:20]4)=[CH:14][CH:13]=3)[CH2:8][CH2:7]2)[CH2:5][CH2:4][CH2:3][CH2:2]1. Reactant: [CH:1]1([N:6]2[CH2:11][CH2:10][N:9]([C:12]3[CH:17]=[CH:16][C:15](I)=[CH:14][CH:13]=3)[CH2:8][CH2:7]2)[CH2:5][CH2:4][CH2:3][CH2:2]1.[B:19]1([B:19]2[O:23][C:22]([CH3:25])([CH3:24])[C:21]([CH3:27])([CH3:26])[O:20]2)[O:23][C:22]([CH3:25])([CH3:24])[C:21]([CH3:27])([CH3:26])[O:20]1.CC([O-])=O.[K+].